This data is from Catalyst prediction with 721,799 reactions and 888 catalyst types from USPTO. The task is: Predict which catalyst facilitates the given reaction. (1) Reactant: [NH2:1][C@H:2]([C:13]([NH:15][CH2:16][CH2:17][CH2:18][CH2:19][NH:20][C:21]([O:23][C:24]([CH3:27])([CH3:26])[CH3:25])=[O:22])=[O:14])[CH2:3][C:4]1[C:12]2[C:7](=[CH:8][CH:9]=[CH:10][CH:11]=2)[NH:6][CH:5]=1.[NH:28]([C:64]([O:66][C:67]([CH3:70])([CH3:69])[CH3:68])=[O:65])[C@H:29]([C:45]([NH:47][C@H:48]([C:61](O)=[O:62])[CH2:49][CH2:50][CH2:51][CH2:52][NH:53][C:54]([O:56][C:57]([CH3:60])([CH3:59])[CH3:58])=[O:55])=[O:46])[CH2:30][C:31]1[CH:36]=[CH:35][C:34]([O:37][CH2:38][C:39]2[CH:44]=[CH:43][CH:42]=[CH:41][CH:40]=2)=[CH:33][CH:32]=1.C(Cl)CCl.C1C=CC2N(O)N=NC=2C=1. Product: [NH:28]([C:64]([O:66][C:67]([CH3:70])([CH3:69])[CH3:68])=[O:65])[C@H:29]([C:45]([NH:47][C@H:48]([C:61]([NH:1][C@H:2]([C:13]([NH:15][CH2:16][CH2:17][CH2:18][CH2:19][NH:20][C:21]([O:23][C:24]([CH3:27])([CH3:26])[CH3:25])=[O:22])=[O:14])[CH2:3][C:4]1[C:12]2[C:7](=[CH:8][CH:9]=[CH:10][CH:11]=2)[NH:6][CH:5]=1)=[O:62])[CH2:49][CH2:50][CH2:51][CH2:52][NH:53][C:54]([O:56][C:57]([CH3:60])([CH3:59])[CH3:58])=[O:55])=[O:46])[CH2:30][C:31]1[CH:36]=[CH:35][C:34]([O:37][CH2:38][C:39]2[CH:44]=[CH:43][CH:42]=[CH:41][CH:40]=2)=[CH:33][CH:32]=1. The catalyst class is: 59. (2) Reactant: C([O:3][C:4](=[O:25])[CH2:5][CH2:6][CH2:7][N:8]1[C:13]2[CH:14]=[CH:15][CH:16]=[C:17]([CH:18]([CH3:20])[CH3:19])[C:12]=2[O:11][CH:10]([CH:21]([CH3:23])[CH3:22])[C:9]1=[O:24])C.[OH-].[Na+]. Product: [CH:21]([CH:10]1[C:9](=[O:24])[N:8]([CH2:7][CH2:6][CH2:5][C:4]([OH:25])=[O:3])[C:13]2[CH:14]=[CH:15][CH:16]=[C:17]([CH:18]([CH3:20])[CH3:19])[C:12]=2[O:11]1)([CH3:23])[CH3:22]. The catalyst class is: 5.